Dataset: Forward reaction prediction with 1.9M reactions from USPTO patents (1976-2016). Task: Predict the product of the given reaction. (1) Given the reactants C1(P(C2C=CC=CC=2)C2C=CC=CC=2)C=CC=CC=1.[OH:20][C:21]1[CH:22]=[C:23]([CH3:28])[CH:24]=[C:25]([OH:27])[CH:26]=1.[C:29]([C:31]1[CH:36]=[CH:35][C:34]([CH2:37][CH2:38]O)=[CH:33][CH:32]=1)#[N:30].CCOC(/N=N/C(OCC)=O)=O, predict the reaction product. The product is: [C:29]([C:31]1[CH:36]=[CH:35][C:34]([CH2:37][CH2:38][O:20][C:21]2[CH:26]=[C:25]([OH:27])[CH:24]=[C:23]([CH3:28])[CH:22]=2)=[CH:33][CH:32]=1)#[N:30]. (2) Given the reactants Cl[CH:2]1[CH2:7][CH2:6][CH:5]([C:8]([O:10][CH2:11][CH3:12])=[O:9])[C:4]([C:13]2[CH:18]=[CH:17][CH:16]=[CH:15][CH:14]=2)=[CH:3]1.O.Cl, predict the reaction product. The product is: [C:13]1([C:4]2[CH:3]=[CH:2][CH2:7][CH2:6][C:5]=2[C:8]([O:10][CH2:11][CH3:12])=[O:9])[CH:18]=[CH:17][CH:16]=[CH:15][CH:14]=1.